This data is from Forward reaction prediction with 1.9M reactions from USPTO patents (1976-2016). The task is: Predict the product of the given reaction. (1) The product is: [F:27][C:28]1[CH:49]=[CH:48][C:31]([CH2:32][N:33]2[CH2:37][CH2:36][N:35]([C:38]3[S:42][C:41]([C:43]([NH:50][CH2:51][C:52]4[CH:53]=[N:54][CH:55]=[CH:56][CH:57]=4)=[O:45])=[C:40]([CH3:46])[CH:39]=3)[C:34]2=[O:47])=[CH:30][CH:29]=1. Given the reactants CC1C=C(N2CCN(CC3C=CC(C(F)(F)F)=CC=3)C2=O)SC=1C(O)=O.[F:27][C:28]1[CH:49]=[CH:48][C:31]([CH2:32][N:33]2[CH2:37][CH2:36][N:35]([C:38]3[S:42][C:41]([C:43]([OH:45])=O)=[C:40]([CH3:46])[CH:39]=3)[C:34]2=[O:47])=[CH:30][CH:29]=1.[NH2:50][CH2:51][C:52]1[CH:53]=[N:54][CH:55]=[CH:56][CH:57]=1, predict the reaction product. (2) Given the reactants [CH2:1]([O:8][C:9]1[C:14]2[CH2:15][CH:16]([C:17]#N)[C:13]=2[CH:12]=[CH:11][CH:10]=1)[C:2]1[CH:7]=[CH:6][CH:5]=[CH:4][CH:3]=1.[OH-:19].[K+].[OH2:21], predict the reaction product. The product is: [CH2:1]([O:8][C:9]1[C:14]2[CH2:15][CH:16]([C:17]([OH:21])=[O:19])[C:13]=2[CH:12]=[CH:11][CH:10]=1)[C:2]1[CH:7]=[CH:6][CH:5]=[CH:4][CH:3]=1. (3) Given the reactants [CH3:1][O:2][C:3]([CH:5](P(OC)(OC)=O)[NH:6][C:7]([O:9][CH2:10][C:11]1[CH:16]=[CH:15][CH:14]=[CH:13][CH:12]=1)=[O:8])=[O:4].CC(C)([O-])C.[K+].[CH2:29]([O:31][P:32]([CH3:37])([CH2:34][CH:35]=O)=[O:33])[CH3:30], predict the reaction product. The product is: [CH2:10]([O:9][C:7]([NH:6]/[C:5](=[CH:35]\[CH2:34][P:32]([O:31][CH2:29][CH3:30])([CH3:37])=[O:33])/[C:3]([O:2][CH3:1])=[O:4])=[O:8])[C:11]1[CH:12]=[CH:13][CH:14]=[CH:15][CH:16]=1. (4) Given the reactants [Cl:1][C:2]1[CH:7]=[CH:6][C:5]([C:8](=[O:20])[CH2:9][N:10]2[CH:14]=[CH:13][CH:12]=[C:11]2[C:15]([O:17][CH2:18]C)=[O:16])=[CH:4][CH:3]=1.[Cl:21][C:22]([Cl:27])([Cl:26])[C:23](Cl)=[O:24].[Cl-].[Al+3].[Cl-].[Cl-], predict the reaction product. The product is: [Cl:1][C:2]1[CH:7]=[CH:6][C:5]([C:8](=[O:20])[CH2:9][N:10]2[CH:14]=[C:13]([C:23](=[O:24])[C:22]([Cl:27])([Cl:26])[Cl:21])[CH:12]=[C:11]2[C:15]([O:17][CH3:18])=[O:16])=[CH:4][CH:3]=1. (5) Given the reactants [Br:1][C:2]1[CH:7]=[CH:6][C:5]([C@H:8]([NH:12][C@@H:13]([CH2:23][CH:24]([CH3:26])[CH3:25])[CH2:14][O:15][Si](C(C)(C)C)(C)C)[CH:9]([F:11])[F:10])=[CH:4][CH:3]=1.C1C=CN=CC=1.F.C(=O)(O)[O-].[Na+].C(OCC)(=O)C, predict the reaction product. The product is: [Br:1][C:2]1[CH:7]=[CH:6][C:5]([C@H:8]([NH:12][C@@H:13]([CH2:23][CH:24]([CH3:26])[CH3:25])[CH2:14][OH:15])[CH:9]([F:11])[F:10])=[CH:4][CH:3]=1. (6) Given the reactants [OH:1][CH2:2][CH2:3][C:4]1[C:5]([C:24]([O:26][CH2:27][CH3:28])=[O:25])=[N:6][N:7]([C:18]2[CH:23]=[CH:22][CH:21]=[CH:20][CH:19]=2)[C:8]=1[C:9](=[O:17])[NH:10][C:11]1[CH:16]=[CH:15][CH:14]=[CH:13][CH:12]=1.[CH3:29][S:30](Cl)(=[O:32])=[O:31].C(N(C(C)C)CC)(C)C, predict the reaction product. The product is: [CH3:29][S:30]([O:1][CH2:2][CH2:3][C:4]1[C:5]([C:24]([O:26][CH2:27][CH3:28])=[O:25])=[N:6][N:7]([C:18]2[CH:19]=[CH:20][CH:21]=[CH:22][CH:23]=2)[C:8]=1[C:9](=[O:17])[NH:10][C:11]1[CH:16]=[CH:15][CH:14]=[CH:13][CH:12]=1)(=[O:32])=[O:31]. (7) Given the reactants [OH:1][C@H:2]1[C@@H:6]([OH:7])[CH2:5][NH:4][CH2:3]1.[Cl:8][C:9]1[CH:10]=[C:11]2[CH:17]=[C:16]([C:18]([NH:20][C@@H:21]([CH2:27][C:28]3[CH:33]=[CH:32][CH:31]=[CH:30][CH:29]=3)[C@H:22]([OH:26])[C:23](O)=[O:24])=[O:19])[NH:15][C:12]2=[CH:13][N:14]=1.C1C=CC2N(O)N=NC=2C=1.CCN(C(C)C)C(C)C.CCN=C=NCCCN(C)C, predict the reaction product. The product is: [CH2:27]([C@H:21]([NH:20][C:18]([C:16]1[NH:15][C:12]2=[CH:13][N:14]=[C:9]([Cl:8])[CH:10]=[C:11]2[CH:17]=1)=[O:19])[C@H:22]([OH:26])[C:23]([N:4]1[CH2:5][CH:6]([OH:7])[CH:2]([OH:1])[CH2:3]1)=[O:24])[C:28]1[CH:33]=[CH:32][CH:31]=[CH:30][CH:29]=1. (8) Given the reactants [C:1]([NH:4][C:5]1[S:6][C:7]([C:11]2[S:15][C:14]([S:16](Cl)(=[O:18])=[O:17])=[CH:13][CH:12]=2)=[C:8]([CH3:10])[N:9]=1)(=[O:3])[CH3:2].[N:20]1([C:26](=[O:28])[CH3:27])[CH2:25][CH2:24][NH:23][CH2:22][CH2:21]1.C(N(C(C)C)CC)(C)C, predict the reaction product. The product is: [C:26]([N:20]1[CH2:25][CH2:24][N:23]([S:16]([C:14]2[S:15][C:11]([C:7]3[S:6][C:5]([NH:4][C:1](=[O:3])[CH3:2])=[N:9][C:8]=3[CH3:10])=[CH:12][CH:13]=2)(=[O:18])=[O:17])[CH2:22][CH2:21]1)(=[O:28])[CH3:27]. (9) Given the reactants [Cl:1][C:2]1[CH:7]=[C:6]([Cl:8])[CH:5]=[CH:4][C:3]=1[S:9](Cl)(=[O:11])=[O:10].[NH2:13][C:14]1[C:19]([OH:20])=[CH:18][CH:17]=[CH:16][C:15]=1[CH3:21].C(N(CC)CC)C, predict the reaction product. The product is: [NH2:13][C:14]1[C:15]([CH3:21])=[CH:16][CH:17]=[CH:18][C:19]=1[O:20][S:9]([C:3]1[CH:4]=[CH:5][C:6]([Cl:8])=[CH:7][C:2]=1[Cl:1])(=[O:11])=[O:10]. (10) Given the reactants [CH3:1][C@@H:2]1[CH2:7][NH:6][CH2:5][CH2:4][NH:3]1.Br[C:9]1[CH:14]=[CH:13][C:12]([F:15])=[CH:11][C:10]=1[C:16]([F:19])([F:18])[F:17].CC([O-])(C)C.[Na+], predict the reaction product. The product is: [F:15][C:12]1[CH:13]=[CH:14][C:9]([N:6]2[CH2:5][CH2:4][NH:3][C@H:2]([CH3:1])[CH2:7]2)=[C:10]([C:16]([F:17])([F:18])[F:19])[CH:11]=1.